Dataset: Forward reaction prediction with 1.9M reactions from USPTO patents (1976-2016). Task: Predict the product of the given reaction. (1) Given the reactants [Br:1][C:2]1[N:3]=[C:4]([NH:11][C:12]2[CH:17]=[CH:16][C:15]([N:18]3[CH2:23][CH2:22][O:21][C@H:20]([CH2:24][OH:25])[CH2:19]3)=[CH:14][CH:13]=2)[C:5]2[N:6]([CH:8]=[CH:9][N:10]=2)[CH:7]=1.C(N(C(C)C)CC)(C)C.[CH3:35][S:36](Cl)(=[O:38])=[O:37], predict the reaction product. The product is: [CH3:35][S:36]([O:25][CH2:24][C@H:20]1[O:21][CH2:22][CH2:23][N:18]([C:15]2[CH:16]=[CH:17][C:12]([NH:11][C:4]3[C:5]4[N:6]([CH:8]=[CH:9][N:10]=4)[CH:7]=[C:2]([Br:1])[N:3]=3)=[CH:13][CH:14]=2)[CH2:19]1)(=[O:38])=[O:37]. (2) Given the reactants [CH2:1]([N:3]([CH2:19][CH3:20])[C:4]([C:6]1[CH:11]=[CH:10][N:9]2[C:12](I)=[C:13]([CH:15]([CH3:17])[CH3:16])[N:14]=[C:8]2[CH:7]=1)=[O:5])[CH3:2].[CH:21]([Mg]Br)([CH3:23])[CH3:22].[CH2:26]1[CH2:30][O:29][CH2:28][CH2:27]1, predict the reaction product. The product is: [CH:26]1([CH:30]([OH:29])[C:12]2[N:9]3[CH:10]=[CH:11][C:6]([C:4]([N:3]([CH2:19][CH3:20])[CH2:1][CH3:2])=[O:5])=[CH:7][C:8]3=[N:14][C:13]=2[CH:15]([CH3:17])[CH3:16])[CH2:27][CH2:28][CH2:23][CH2:21][CH2:22]1.